Dataset: NCI-60 drug combinations with 297,098 pairs across 59 cell lines. Task: Regression. Given two drug SMILES strings and cell line genomic features, predict the synergy score measuring deviation from expected non-interaction effect. (1) Drug 1: C1=CC(=CC=C1CC(C(=O)O)N)N(CCCl)CCCl.Cl. Drug 2: C#CCC(CC1=CN=C2C(=N1)C(=NC(=N2)N)N)C3=CC=C(C=C3)C(=O)NC(CCC(=O)O)C(=O)O. Cell line: A549. Synergy scores: CSS=19.4, Synergy_ZIP=-6.48, Synergy_Bliss=3.64, Synergy_Loewe=2.17, Synergy_HSA=1.98. (2) Drug 1: COC1=NC(=NC2=C1N=CN2C3C(C(C(O3)CO)O)O)N. Drug 2: C1=NC(=NC(=O)N1C2C(C(C(O2)CO)O)O)N. Cell line: HCT116. Synergy scores: CSS=45.6, Synergy_ZIP=1.79, Synergy_Bliss=-0.385, Synergy_Loewe=-38.8, Synergy_HSA=-3.21.